This data is from Catalyst prediction with 721,799 reactions and 888 catalyst types from USPTO. The task is: Predict which catalyst facilitates the given reaction. Reactant: CC(C)([O-])C.[Na+].[CH:7]1([OH:11])[CH2:10][CH2:9][CH2:8]1.F[C:13]1[N:21]=[C:20]2[C:16]([N:17]=[CH:18][N:19]2[CH:22]2[CH2:27][CH2:26][CH2:25][CH2:24][O:23]2)=[C:15]([NH2:28])[N:14]=1.COCCOC. Product: [CH:7]1([O:11][C:13]2[N:21]=[C:20]3[C:16]([N:17]=[CH:18][N:19]3[CH:22]3[CH2:27][CH2:26][CH2:25][CH2:24][O:23]3)=[C:15]([NH2:28])[N:14]=2)[CH2:10][CH2:9][CH2:8]1. The catalyst class is: 4.